Dataset: Full USPTO retrosynthesis dataset with 1.9M reactions from patents (1976-2016). Task: Predict the reactants needed to synthesize the given product. (1) Given the product [F:39][C:17]1[CH:16]=[C:15]([N:11]2[CH2:10][C@H:9]([CH2:8][NH:7][C:4](=[O:6])[CH3:5])[O:13][C:12]2=[O:14])[CH:20]=[CH:19][C:18]=1[C:21]1[S:22][CH:23]([C:28]2[CH:29]=[CH:30][C:31]([OH:34])=[CH:32][CH:33]=2)[C:24](=[O:27])[NH:25][N:26]=1, predict the reactants needed to synthesize it. The reactants are: C[O-].[Na+].[C:4]([NH:7][CH2:8][CH:9]1[O:13][C:12](=[O:14])[N:11]([C:15]2[CH:20]=[CH:19][C:18]([C:21]3[S:22][CH:23]([C:28]4[CH:33]=[CH:32][C:31]([O:34]S(C)(=O)=O)=[CH:30][CH:29]=4)[C:24](=[O:27])[NH:25][N:26]=3)=[C:17]([F:39])[CH:16]=2)[CH2:10]1)(=[O:6])[CH3:5].C(O)(=O)C. (2) Given the product [C:20]([O:19][C:17]([C@@H:2]([CH2:3][CH2:4][OH:5])[C:6]([OH:8])=[O:7])=[O:18])([CH3:21])([CH3:22])[CH3:23], predict the reactants needed to synthesize it. The reactants are: N[C@H:2]([C:6]([OH:8])=[O:7])[CH2:3][CH2:4][OH:5].[CH3:21][C:20]([O:19][C:17](O[C:17]([O:19][C:20]([CH3:23])([CH3:22])[CH3:21])=[O:18])=[O:18])([CH3:23])[CH3:22]. (3) Given the product [CH:15]([C:19]1[C:20]([Cl:34])=[N:21][C:22]([S:32]([CH3:33])(=[O:9])=[O:35])=[N:23][C:24]=1[N:25]1[CH2:26][CH2:27][CH:28]([CH3:31])[CH2:29][CH2:30]1)([CH2:17][CH3:18])[CH3:16], predict the reactants needed to synthesize it. The reactants are: ClC1C=CC=C(C(OO)=[O:9])C=1.ClCCl.[CH:15]([C:19]1[C:20]([Cl:34])=[N:21][C:22]([S:32][CH3:33])=[N:23][C:24]=1[N:25]1[CH2:30][CH2:29][CH:28]([CH3:31])[CH2:27][CH2:26]1)([CH2:17][CH3:18])[CH3:16].[OH2:35]. (4) Given the product [OH:24][CH2:17][CH2:18][O:1][C:2]1[CH:3]=[C:4]([CH:8]=[C:9]([N:11]2[CH2:15][CH2:14][CH2:13][C:12]2=[O:16])[CH:10]=1)[C:5]([OH:7])=[O:6], predict the reactants needed to synthesize it. The reactants are: [OH:1][C:2]1[CH:3]=[C:4]([CH:8]=[C:9]([N:11]2[CH2:15][CH2:14][CH2:13][C:12]2=[O:16])[CH:10]=1)[C:5]([OH:7])=[O:6].[CH2:17]([O:24]CCO)[C:18]1C=CC=CC=1.